From a dataset of Catalyst prediction with 721,799 reactions and 888 catalyst types from USPTO. Predict which catalyst facilitates the given reaction. (1) Reactant: C(OC(=O)[C:5]([O:15][C:16]1[CH:21]=[CH:20][C:19]([CH3:22])=[CH:18][CH:17]=1)([CH3:14])[CH2:6][C:7]1[CH:12]=[CH:11][C:10]([OH:13])=[CH:9][CH:8]=1)C.[C:24]1([C:49]2[CH:54]=[CH:53][CH:52]=[CH:51][CH:50]=2)[CH:29]=[CH:28][CH:27]=[C:26]([C:30]2[O:31][C:32]([CH3:48])=[C:33]([CH2:35][CH2:36]OS(C3C=CC(C)=CC=3)(=O)=O)[N:34]=2)[CH:25]=1.[C:55]([O-:58])([O-])=[O:56].[K+].[K+].[OH-].[Na+]. Product: [C:24]1([C:49]2[CH:50]=[CH:51][CH:52]=[CH:53][CH:54]=2)[CH:29]=[CH:28][CH:27]=[C:26]([C:30]2[O:31][C:32]([CH3:48])=[C:33]([CH2:35][CH2:36][O:13][C:10]3[CH:9]=[CH:8][C:7]([CH2:6][C:5]([CH3:14])([O:15][C:16]4[CH:17]=[CH:18][C:19]([CH3:22])=[CH:20][CH:21]=4)[C:55]([OH:58])=[O:56])=[CH:12][CH:11]=3)[N:34]=2)[CH:25]=1. The catalyst class is: 8. (2) Reactant: [C:1]1([C:7]2[N:12]=[CH:11][C:10]([CH:13]([OH:15])[CH3:14])=[CH:9][CH:8]=2)[CH:6]=[CH:5][CH:4]=[CH:3][CH:2]=1.[CH:16]1[N:20]=[CH:19][N:18]([C:21](N2C=NC=C2)=[O:22])[CH:17]=1. Product: [N:18]1([C:21]([O:15][CH:13]([C:10]2[CH:11]=[N:12][C:7]([C:1]3[CH:6]=[CH:5][CH:4]=[CH:3][CH:2]=3)=[CH:8][CH:9]=2)[CH3:14])=[O:22])[CH:17]=[CH:16][N:20]=[CH:19]1. The catalyst class is: 10. (3) Reactant: [CH2:1]([N:8]1[CH2:14][C:13]2[N:15]=[CH:16][C:17](Cl)=[N:18][C:12]=2[O:11][CH2:10][CH2:9]1)[C:2]1[CH:7]=[CH:6][CH:5]=[CH:4][CH:3]=1.[NH:20]1[CH2:25][CH2:24][O:23][CH2:22][CH2:21]1.CC(C1C=C(C(C)C)C(C2C=CC=CC=2P(C2CCCCC2)C2CCCCC2)=C(C(C)C)C=1)C.CC(C)([O-])C.[Na+]. Product: [CH2:1]([N:8]1[CH2:14][C:13]2[N:15]=[CH:16][C:17]([N:20]3[CH2:25][CH2:24][O:23][CH2:22][CH2:21]3)=[N:18][C:12]=2[O:11][CH2:10][CH2:9]1)[C:2]1[CH:7]=[CH:6][CH:5]=[CH:4][CH:3]=1. The catalyst class is: 491. (4) Reactant: [CH3:1][O:2][C:3]1[CH:16]=[N:15][C:6]2[N:7]=[CH:8][C:9](=[O:14])[N:10]([CH2:11][CH:12]=C)[C:5]=2[CH:4]=1.I([O-])(=O)(=O)=[O:18].[Na+]. Product: [CH3:1][O:2][C:3]1[CH:16]=[N:15][C:6]2[N:7]=[CH:8][C:9](=[O:14])[N:10]([CH2:11][CH:12]=[O:18])[C:5]=2[CH:4]=1. The catalyst class is: 785. (5) Reactant: [C:1]([C:3]1[CH:4]=[C:5]([CH:9]=[CH:10][C:11]=1[F:12])[C:6]([OH:8])=[O:7])#[N:2].[C:13](Cl)(=O)C. Product: [CH3:13][O:7][C:6](=[O:8])[C:5]1[CH:9]=[CH:10][C:11]([F:12])=[C:3]([C:1]#[N:2])[CH:4]=1. The catalyst class is: 5. (6) Reactant: CCN(C(C)C)C(C)C.Cl.[NH2:11][C@@H:12]([CH:20]([CH3:22])[CH3:21])[C:13]([O:15][C:16]([CH3:19])([CH3:18])[CH3:17])=[O:14].Cl[C:24]([O:26][CH3:27])=[O:25]. Product: [CH3:27][O:26][C:24]([NH:11][C@@H:12]([CH:20]([CH3:22])[CH3:21])[C:13]([O:15][C:16]([CH3:17])([CH3:19])[CH3:18])=[O:14])=[O:25]. The catalyst class is: 1. (7) Reactant: [Si:1](Cl)([C:4]([CH3:7])([CH3:6])[CH3:5])([CH3:3])[CH3:2].[N+:9]([C:12]1[CH:13]=[C:14]([OH:20])[C:15]([O:18]C)=[CH:16][CH:17]=1)([O-:11])=[O:10].N1C=CN=[CH:22]1. Product: [C:4]([Si:1]([O:18][C:15]1[CH:16]=[CH:17][C:12]([N+:9]([O-:11])=[O:10])=[CH:13][C:14]=1[O:20][CH3:22])([CH3:3])[CH3:2])([CH3:7])([CH3:6])[CH3:5]. The catalyst class is: 3. (8) Reactant: [CH3:1][C:2]1[N:3]([CH2:14][C:15]([O:17][CH2:18][CH3:19])=[O:16])[C:4]2[CH2:5][C:6]([CH3:13])([CH3:12])[CH2:7][C:8](=O)[C:9]=2[CH:10]=1.B.C1COCC1.CCOC(C)=O.CCO. Product: [CH3:1][C:2]1[N:3]([CH2:14][C:15]([O:17][CH2:18][CH3:19])=[O:16])[C:4]2[CH2:5][C:6]([CH3:13])([CH3:12])[CH2:7][CH2:8][C:9]=2[CH:10]=1. The catalyst class is: 1. (9) Reactant: [OH:1][CH2:2][CH2:3][N:4]1[CH2:8][C@H:7]([CH:9]([CH3:11])[CH3:10])[N:6]([C:12]2[CH:17]=[CH:16][N:15]3[N:18]=[CH:19][C:20]([C:21]4[CH:26]=[CH:25][C:24]([C:27]5[N:31]=[CH:30][N:29]([CH2:32][O:33][CH2:34][CH2:35][Si:36]([CH3:39])([CH3:38])[CH3:37])[N:28]=5)=[CH:23][CH:22]=4)=[C:14]3[N:13]=2)[C:5]1=[O:40].C(N(C(C)C)C(C)C)C.C[C:51]1[CH:56]=[CH:55][C:54]([S:57](Cl)(=[O:59])=[O:58])=[CH:53][CH:52]=1. Product: [C:54]1([S:57]([O:1][CH2:2][CH2:3][N:4]2[CH2:8][C@H:7]([CH:9]([CH3:11])[CH3:10])[N:6]([C:12]3[CH:17]=[CH:16][N:15]4[N:18]=[CH:19][C:20]([C:21]5[CH:22]=[CH:23][C:24]([C:27]6[N:31]=[CH:30][N:29]([CH2:32][O:33][CH2:34][CH2:35][Si:36]([CH3:37])([CH3:39])[CH3:38])[N:28]=6)=[CH:25][CH:26]=5)=[C:14]4[N:13]=3)[C:5]2=[O:40])(=[O:59])=[O:58])[CH:55]=[CH:56][CH:51]=[CH:52][CH:53]=1. The catalyst class is: 272. (10) Reactant: [F:1][C:2]1[CH:7]=[CH:6][C:5]([C:8]2[CH:16]=[CH:15][CH:14]=[C:13]3[C:9]=2[CH2:10][C:11](=[O:17])[NH:12]3)=[CH:4][CH:3]=1.[N:18]1([CH2:23][CH2:24][NH:25][C:26]([C:28]2[C:32]([CH3:33])=[C:31]([CH:34]=O)[NH:30][C:29]=2[CH3:36])=[O:27])[CH:22]=[CH:21][N:20]=[N:19]1. Product: [N:18]1([CH2:23][CH2:24][NH:25][C:26]([C:28]2[C:32]([CH3:33])=[C:31]([CH:34]=[C:10]3[C:9]4[C:13](=[CH:14][CH:15]=[CH:16][C:8]=4[C:5]4[CH:4]=[CH:3][C:2]([F:1])=[CH:7][CH:6]=4)[NH:12][C:11]3=[O:17])[NH:30][C:29]=2[CH3:36])=[O:27])[CH:22]=[CH:21][N:20]=[N:19]1. The catalyst class is: 360.